Dataset: Reaction yield outcomes from USPTO patents with 853,638 reactions. Task: Predict the reaction yield, written as a fraction of the theoretical maximum amount of product (1.0 means a 100% yield; for example, 0.34 means a 34% yield). (1) The reactants are [CH:1]([N:14]1[CH2:19][C@@H:18]2[CH2:20][C@H:15]1[CH2:16][N:17]2C(OC(C)(C)C)=O)([C:8]1[CH:13]=[CH:12][CH:11]=[CH:10][CH:9]=1)[C:2]1[CH:7]=[CH:6][CH:5]=[CH:4][CH:3]=1.[ClH:28]. The catalyst is O1CCOCC1. The product is [ClH:28].[ClH:28].[CH:1]([N:14]1[CH2:19][C@@H:18]2[CH2:20][C@H:15]1[CH2:16][NH:17]2)([C:8]1[CH:13]=[CH:12][CH:11]=[CH:10][CH:9]=1)[C:2]1[CH:3]=[CH:4][CH:5]=[CH:6][CH:7]=1. The yield is 0.590. (2) The reactants are [Br:1][C:2]1[CH:3]=[CH:4][C:5]([O:10][C:11]2[CH:16]=[CH:15][C:14]([Cl:17])=[C:13]([Cl:18])[CH:12]=2)=[C:6]([CH:9]=1)[CH:7]=O.[CH3:19][NH2:20].[BH4-].[Na+]. The catalyst is CO. The product is [Br:1][C:2]1[CH:3]=[CH:4][C:5]([O:10][C:11]2[CH:16]=[CH:15][C:14]([Cl:17])=[C:13]([Cl:18])[CH:12]=2)=[C:6]([CH:9]=1)[CH2:7][NH:20][CH3:19]. The yield is 0.970. (3) The catalyst is C(#N)C. The yield is 0.250. The reactants are [CH2:1]([NH:8][C@H:9]([C:12]([OH:14])=[O:13])[CH2:10][OH:11])[C:2]1[CH:7]=[CH:6][CH:5]=[CH:4][CH:3]=1.[OH-].[Na+].O.Cl[CH2:19][C:20](Cl)=[O:21]. The product is [CH2:1]([N:8]1[C:20](=[O:21])[CH2:19][O:11][CH2:10][C@H:9]1[C:12]([OH:14])=[O:13])[C:2]1[CH:7]=[CH:6][CH:5]=[CH:4][CH:3]=1. (4) The reactants are ClC1C=CC(C2C3C=C(OCC(=O)NC4C=CC=CC=4)C=CC=3N3C(C)=NN=C3[C@H](CC(NCC)=O)N=2)=CC=1.[Cl:40][C:41]1[CH:46]=[CH:45][C:44]([C:47]2[C:53]3[CH:54]=[C:55]([O:58][CH2:59][CH2:60][CH2:61][CH2:62][C:63]([OH:65])=O)[CH:56]=[CH:57][C:52]=3[N:51]3[C:66]([CH3:69])=[N:67][N:68]=[C:50]3[C@H:49]([CH2:70][C:71]([NH:73][CH2:74][CH3:75])=[O:72])[N:48]=2)=[CH:43][CH:42]=1.[NH2:76][C:77]1[CH:78]=[C:79]([B:83]([OH:85])[OH:84])[CH:80]=[CH:81][CH:82]=1. No catalyst specified. The product is [Cl:40][C:41]1[CH:42]=[CH:43][C:44]([C:47]2[C:53]3[CH:54]=[C:55]([O:58][CH2:59][CH2:60][CH2:61][CH2:62][C:63]([NH:76][C:77]4[CH:78]=[C:79]([B:83]([OH:85])[OH:84])[CH:80]=[CH:81][CH:82]=4)=[O:65])[CH:56]=[CH:57][C:52]=3[N:51]3[C:66]([CH3:69])=[N:67][N:68]=[C:50]3[C@H:49]([CH2:70][C:71]([NH:73][CH2:74][CH3:75])=[O:72])[N:48]=2)=[CH:45][CH:46]=1. The yield is 0.150.